From a dataset of Peptide-MHC class I binding affinity with 185,985 pairs from IEDB/IMGT. Regression. Given a peptide amino acid sequence and an MHC pseudo amino acid sequence, predict their binding affinity value. This is MHC class I binding data. (1) The peptide sequence is RTFDRFFEE. The MHC is HLA-A02:01 with pseudo-sequence HLA-A02:01. The binding affinity (normalized) is 0.0847. (2) The peptide sequence is VASSGMLWM. The MHC is HLA-A01:01 with pseudo-sequence HLA-A01:01. The binding affinity (normalized) is 0. (3) The peptide sequence is WENGFKVVL. The MHC is HLA-A69:01 with pseudo-sequence HLA-A69:01. The binding affinity (normalized) is 0.0847. (4) The peptide sequence is IMYDSGAKY. The MHC is HLA-B15:17 with pseudo-sequence HLA-B15:17. The binding affinity (normalized) is 0.872. (5) The binding affinity (normalized) is 0.0847. The peptide sequence is GMSWITQGL. The MHC is HLA-A03:01 with pseudo-sequence HLA-A03:01. (6) The peptide sequence is LQDDFDFNY. The MHC is HLA-A68:02 with pseudo-sequence HLA-A68:02. The binding affinity (normalized) is 0.0847.